This data is from Forward reaction prediction with 1.9M reactions from USPTO patents (1976-2016). The task is: Predict the product of the given reaction. (1) Given the reactants [N-:1]=[N+:2]=[N-:3].[Na+].[C:5]([O:9][C:10]([NH:12][C@@:13]1([C:41]([O:43][C:44]([CH3:47])([CH3:46])[CH3:45])=[O:42])[C@H:18]([O:19][CH2:20][C:21]2[CH:26]=[CH:25][C:24]([Cl:27])=[C:23]([Cl:28])[CH:22]=2)[C@H:17](OS(C)(=O)=O)[C@@H:16]2[C@H:14]1[C@H:15]2[C:34]([O:36][C:37]([CH3:40])([CH3:39])[CH3:38])=[O:35])=[O:11])([CH3:8])([CH3:7])[CH3:6].C1OCCOCCOCCOCCOC1.CN(C)C=O, predict the reaction product. The product is: [N:1]([C@H:17]1[C@@H:16]2[C@@H:14]([C@H:15]2[C:34]([O:36][C:37]([CH3:38])([CH3:39])[CH3:40])=[O:35])[C@:13]([NH:12][C:10]([O:9][C:5]([CH3:6])([CH3:7])[CH3:8])=[O:11])([C:41]([O:43][C:44]([CH3:47])([CH3:46])[CH3:45])=[O:42])[C@@H:18]1[O:19][CH2:20][C:21]1[CH:26]=[CH:25][C:24]([Cl:27])=[C:23]([Cl:28])[CH:22]=1)=[N+:2]=[N-:3]. (2) Given the reactants [F:1][C:2]1[C:10]([C:11]([F:14])([F:13])[F:12])=[CH:9][CH:8]=[CH:7][C:3]=1[C:4](O)=[O:5].O=S(Cl)Cl.Cl.[CH3:20][NH:21][O:22][CH3:23].N1C=CC=CC=1, predict the reaction product. The product is: [F:1][C:2]1[C:10]([C:11]([F:14])([F:13])[F:12])=[CH:9][CH:8]=[CH:7][C:3]=1[C:4]([N:21]([O:22][CH3:23])[CH3:20])=[O:5]. (3) Given the reactants [CH:1]([N:14]1[CH2:17][CH:16]([OH:18])[CH2:15]1)([C:8]1[CH:13]=[CH:12][CH:11]=[CH:10][CH:9]=1)[C:2]1[CH:7]=[CH:6][CH:5]=[CH:4][CH:3]=1.[CH3:19][S:20](Cl)(=[O:22])=[O:21].O, predict the reaction product. The product is: [CH3:19][S:20]([O:18][CH:16]1[CH2:17][N:14]([CH:1]([C:8]2[CH:13]=[CH:12][CH:11]=[CH:10][CH:9]=2)[C:2]2[CH:3]=[CH:4][CH:5]=[CH:6][CH:7]=2)[CH2:15]1)(=[O:22])=[O:21]. (4) Given the reactants Cl[CH2:2][C@@H:3]([OH:21])[CH2:4][C:5]1[CH:10]=[CH:9][CH:8]=[C:7](/[CH:11]=[CH:12]/[C:13]2[C:18]([Cl:19])=[CH:17][CH:16]=[CH:15][C:14]=2[Cl:20])[CH:6]=1.[N-:22]=[N+:23]=[N-:24].[Na+], predict the reaction product. The product is: [N:22]([CH2:2][C@@H:3]([OH:21])[CH2:4][C:5]1[CH:10]=[CH:9][CH:8]=[C:7](/[CH:11]=[CH:12]/[C:13]2[C:18]([Cl:19])=[CH:17][CH:16]=[CH:15][C:14]=2[Cl:20])[CH:6]=1)=[N+:23]=[N-:24]. (5) The product is: [ClH:27].[NH2:7][C@H:8]([C:20]1[CH:25]=[CH:24][CH:23]=[CH:22][CH:21]=1)[C@H:9]([OH:19])[CH2:10][OH:11]. Given the reactants C(OC(=O)[NH:7][C@H:8]([C:20]1[CH:25]=[CH:24][CH:23]=[CH:22][CH:21]=1)[C@H:9]([OH:19])[CH2:10][O:11][Si](C(C)(C)C)(C)C)(C)(C)C.[ClH:27].O1CCOCC1, predict the reaction product. (6) Given the reactants C(OC(=O)[NH:7][C:8]1[S:9][C:10]2[CH2:19][CH:18]([CH3:20])[CH2:17][C:16]3[C:12](=[CH:13][N:14]([CH2:21][C:22]4[CH:27]=[CH:26][C:25]([O:28][CH3:29])=[CH:24][CH:23]=4)[N:15]=3)[C:11]=2[N:30]=1)(C)(C)C, predict the reaction product. The product is: [CH3:29][O:28][C:25]1[CH:24]=[CH:23][C:22]([CH2:21][N:14]2[CH:13]=[C:12]3[C:16]([CH2:17][CH:18]([CH3:20])[CH2:19][C:10]4[S:9][C:8]([NH2:7])=[N:30][C:11]=43)=[N:15]2)=[CH:27][CH:26]=1.